Dataset: Full USPTO retrosynthesis dataset with 1.9M reactions from patents (1976-2016). Task: Predict the reactants needed to synthesize the given product. (1) Given the product [Cl:29][CH2:2][C:3]1[CH:8]=[CH:7][C:6]([S:9][CH:10]2[CH2:13][N:12]([C:14]([C:16]3[O:17][C:18]([C:21]4[CH:26]=[CH:25][CH:24]=[CH:23][CH:22]=4)=[N:19][N:20]=3)=[O:15])[CH2:11]2)=[CH:5][CH:4]=1, predict the reactants needed to synthesize it. The reactants are: O[CH2:2][C:3]1[CH:8]=[CH:7][C:6]([S:9][CH:10]2[CH2:13][N:12]([C:14]([C:16]3[O:17][C:18]([C:21]4[CH:26]=[CH:25][CH:24]=[CH:23][CH:22]=4)=[N:19][N:20]=3)=[O:15])[CH2:11]2)=[CH:5][CH:4]=1.S(Cl)([Cl:29])=O. (2) Given the product [F:17][C:14]1[CH:15]=[CH:16][C:11]([O:9][C@H:5]([CH2:6][O:7][CH3:8])[CH2:4][NH2:3])=[N:12][CH:13]=1, predict the reactants needed to synthesize it. The reactants are: [H-].[Na+].[NH2:3][CH2:4][C@H:5]([OH:9])[CH2:6][O:7][CH3:8].F[C:11]1[CH:16]=[CH:15][C:14]([F:17])=[CH:13][N:12]=1. (3) The reactants are: [Cl:1][C:2]1[CH:7]=[CH:6][CH:5]=[CH:4][C:3]=1[C:8]([CH3:15])([CH3:14])[C:9]([O:11]CC)=[O:10].[OH-].[K+]. Given the product [Cl:1][C:2]1[CH:7]=[CH:6][CH:5]=[CH:4][C:3]=1[C:8]([CH3:15])([CH3:14])[C:9]([OH:11])=[O:10], predict the reactants needed to synthesize it. (4) Given the product [C:14]1([C:17]2[CH:18]=[CH:19][CH:20]=[CH:21][CH:22]=2)[CH:13]=[CH:12][C:11]([CH2:10][C@@H:9]([NH:7][CH3:6])[C:23]([N:24]([CH3:37])[C@@H:25]([C:33](=[O:36])[NH:34][CH3:35])[CH2:26][C:27]2[CH:32]=[CH:31][CH:30]=[CH:29][CH:28]=2)=[O:38])=[CH:16][CH:15]=1, predict the reactants needed to synthesize it. The reactants are: C(O[C:6](=O)[N:7]([C@@H:9]([C:23](=[O:38])[N:24]([CH3:37])[C@@H:25]([C:33](=[O:36])[NH:34][CH3:35])[CH2:26][C:27]1[CH:32]=[CH:31][CH:30]=[CH:29][CH:28]=1)[CH2:10][C:11]1[CH:16]=[CH:15][C:14]([C:17]2[CH:22]=[CH:21][CH:20]=[CH:19][CH:18]=2)=[CH:13][CH:12]=1)C)(C)(C)C.FC(F)(F)C(O)=O.C(=O)([O-])O.[Na+].C(=O)([O-])[O-].[Na+].[Na+].C(=O)([O-])O.[Na+]. (5) Given the product [C:19]([CH:5]1[CH2:6][C:2]([CH3:1])([C:13]([O:15][CH3:16])=[O:14])[C:3](=[O:12])[CH:4]1[CH2:7][CH2:8][CH2:9][CH2:10][CH3:11])#[N:20], predict the reactants needed to synthesize it. The reactants are: [CH3:1][C:2]1([C:13]([O:15][CH3:16])=[O:14])[CH2:6][CH:5]=[C:4]([CH2:7][CH2:8][CH2:9][CH2:10][CH3:11])[C:3]1=[O:12].CC(C)(O)[C:19]#[N:20]. (6) Given the product [CH3:15][O:16][C:17]1[CH:24]=[CH:23][CH:22]=[CH:21][C:18]=1[CH2:19][NH:20][C:2]1[CH:11]=[CH:10][C:9]2[C:4](=[CH:5][CH:6]=[C:7]([N+:12]([O-:14])=[O:13])[CH:8]=2)[N:3]=1, predict the reactants needed to synthesize it. The reactants are: Cl[C:2]1[CH:11]=[CH:10][C:9]2[C:4](=[CH:5][CH:6]=[C:7]([N+:12]([O-:14])=[O:13])[CH:8]=2)[N:3]=1.[CH3:15][O:16][C:17]1[CH:24]=[CH:23][CH:22]=[CH:21][C:18]=1[CH2:19][NH2:20].